Dataset: Forward reaction prediction with 1.9M reactions from USPTO patents (1976-2016). Task: Predict the product of the given reaction. (1) The product is: [Br:1][C:2]1[CH:7]=[CH:6][C:5]([C@@H:8]([N:10]2[CH2:15][CH2:14][C@:13]([CH2:22][C:23]3([CH3:25])[CH2:24][O:33]3)([C:16]3[CH:17]=[CH:18][CH:19]=[CH:20][CH:21]=3)[O:12][C:11]2=[O:26])[CH3:9])=[C:4]([CH3:27])[CH:3]=1. Given the reactants [Br:1][C:2]1[CH:7]=[CH:6][C:5]([C@@H:8]([N:10]2[CH2:15][CH2:14][C@:13]([CH2:22][C:23]([CH3:25])=[CH2:24])([C:16]3[CH:21]=[CH:20][CH:19]=[CH:18][CH:17]=3)[O:12][C:11]2=[O:26])[CH3:9])=[C:4]([CH3:27])[CH:3]=1.ClC1C=C(C=CC=1)C(OO)=[O:33], predict the reaction product. (2) Given the reactants [Cl:1][C:2]1[CH:7]=[CH:6][C:5]([SH:8])=[CH:4][CH:3]=1.C1(P(C2C=CC=CC=2)C2C=CC=CC=2)C=CC=CC=1.N(C(OC(C)C)=O)=NC(OC(C)C)=O.[F:42][C:43]1[CH:50]=[CH:49][C:48]([F:51])=[CH:47][C:44]=1[CH2:45]O, predict the reaction product. The product is: [Cl:1][C:2]1[CH:7]=[CH:6][C:5]([S:8][CH2:45][C:44]2[CH:47]=[C:48]([F:51])[CH:49]=[CH:50][C:43]=2[F:42])=[CH:4][CH:3]=1. (3) Given the reactants [Cl:1][C:2]1[CH:3]=[C:4]([NH:9][C:10](=S)[NH:11][C:12]2[N:17]=[C:16]([NH:18][CH2:19][CH2:20][CH2:21][N:22]([CH3:24])[CH3:23])[CH:15]=[C:14]([CH3:25])[N:13]=2)[CH:5]=[CH:6][C:7]=1[Cl:8].[I-].Cl[C:29]1C=CC=C[N+:30]=1C.C(N(CC)CC)C.CN, predict the reaction product. The product is: [Cl:1][C:2]1[CH:3]=[C:4]([NH:9][C:10](=[N:30][CH3:29])[NH:11][C:12]2[N:17]=[C:16]([NH:18][CH2:19][CH2:20][CH2:21][N:22]([CH3:24])[CH3:23])[CH:15]=[C:14]([CH3:25])[N:13]=2)[CH:5]=[CH:6][C:7]=1[Cl:8]. (4) Given the reactants [NH:1]1[C:9]2[C:4](=[CH:5][CH:6]=[CH:7][CH:8]=2)[C:3](/[CH:10]=[C:11]2\[O:12][C:13]3[CH:20]=[C:19]([OH:21])[CH:18]=[CH:17][C:14]=3[C:15]\2=[O:16])=[CH:2]1.[CH3:22][N:23]([CH3:33])[CH2:24][CH2:25][CH2:26][N:27]1[CH2:32][CH2:31][NH:30][CH2:29][CH2:28]1.[CH2:34]=O, predict the reaction product. The product is: [NH:1]1[C:9]2[C:4](=[CH:5][CH:6]=[CH:7][CH:8]=2)[C:3](/[CH:10]=[C:11]2\[O:12][C:13]3[C:20]([CH2:34][N:30]4[CH2:29][CH2:28][N:27]([CH2:26][CH2:25][CH2:24][N:23]([CH3:22])[CH3:33])[CH2:32][CH2:31]4)=[C:19]([OH:21])[CH:18]=[CH:17][C:14]=3[C:15]\2=[O:16])=[CH:2]1. (5) Given the reactants [CH3:1][C:2]1([NH:21][C:22]2C=N[C:25]([C:28]([F:31])([F:30])[F:29])=[CH:24][N:23]=2)[CH2:6][CH2:5][CH2:4][CH:3]1[NH:7][C:8](=[O:20])[C:9]1[CH:14]=[CH:13][CH:12]=[CH:11][C:10]=1[N:15]1[N:19]=[CH:18][CH:17]=[N:16]1.Cl.[NH2:33][C:34]1(C)CCCC1NC(=O)C1C=CC=CC=1N1N=CC=N1.ClC1N=CC(C(F)(F)F)=CN=1, predict the reaction product. The product is: [CH3:1][C:2]1([NH:21][C:22]2[N:23]=[CH:24][C:25]([C:28]([F:29])([F:30])[F:31])=[CH:34][N:33]=2)[CH2:6][CH2:5][CH2:4][CH:3]1[NH:7][C:8](=[O:20])[C:9]1[CH:14]=[CH:13][CH:12]=[CH:11][C:10]=1[N:15]1[N:16]=[CH:17][CH:18]=[N:19]1. (6) Given the reactants [F:1][CH:2]([F:26])[C:3]1[O:4][C:5]2[C:10]([C:11](=[O:24])[C:12]=1[C:13]1[CH:23]=[CH:22][C:16]([C:17]([O:19]CC)=[O:18])=[CH:15][CH:14]=1)=[CH:9][CH:8]=[C:7]([OH:25])[CH:6]=2.Cl, predict the reaction product. The product is: [F:26][CH:2]([F:1])[C:3]1[O:4][C:5]2[C:10]([C:11](=[O:24])[C:12]=1[C:13]1[CH:14]=[CH:15][C:16]([C:17]([OH:19])=[O:18])=[CH:22][CH:23]=1)=[CH:9][CH:8]=[C:7]([OH:25])[CH:6]=2. (7) The product is: [CH3:1][O:3][C:4]([CH:6]1[CH2:11][CH2:10][CH:9]([NH:12][C:25]2[N:30]=[C:29]([N:31]3[C:39]4[C:34](=[C:35]([O:40][CH2:41][CH2:42][CH2:43][S:44]([CH3:47])(=[O:45])=[O:46])[CH:36]=[CH:37][CH:38]=4)[CH:33]=[CH:32]3)[CH:28]=[CH:27][N:26]=2)[CH2:8][CH2:7]1)=[O:5]. Given the reactants [CH2:1]([O:3][C:4]([CH:6]1[CH2:11][CH2:10][CH:9]([NH2:12])[CH2:8][CH2:7]1)=[O:5])C.CCN(C(C)C)C(C)C.CS([C:25]1[N:30]=[C:29]([N:31]2[C:39]3[C:34](=[C:35]([O:40][CH2:41][CH2:42][CH2:43][S:44]([CH3:47])(=[O:46])=[O:45])[CH:36]=[CH:37][CH:38]=3)[CH:33]=[CH:32]2)[CH:28]=[CH:27][N:26]=1)=O.O, predict the reaction product. (8) Given the reactants [CH2:1]([O:3][C:4](=[O:19])[C:5]1[CH:10]=[CH:9][C:8]([O:11][C:12]2[CH:17]=[CH:16][CH:15]=[CH:14][N:13]=2)=[CH:7][C:6]=1[CH3:18])[CH3:2].C1C(=O)N([Br:27])C(=O)C1, predict the reaction product. The product is: [CH2:1]([O:3][C:4](=[O:19])[C:5]1[CH:10]=[CH:9][C:8]([O:11][C:12]2[CH:17]=[CH:16][CH:15]=[CH:14][N:13]=2)=[CH:7][C:6]=1[CH2:18][Br:27])[CH3:2].